Dataset: Antibody developability classification from SAbDab with 2,409 antibodies. Task: Regression/Classification. Given an antibody's heavy chain and light chain sequences, predict its developability. TAP uses regression for 5 developability metrics; SAbDab uses binary classification. The antibody is ['QVQLQQSGPELVKPGASVKMSCKASGYTFTDYVIGWVKQRTGQGLEWIGEIYPGSGTTYYNEKFKDKATLTADKSSNTAYMQLSSLTSEDSAVYFCARGEDGYYIALDYWGQGTTVTVSS', 'DIELTQSPASLSASVGETVTITCRASGNIHNYLAWYQQKQGKSPQLLVYKAQTLADGVPSRFSGSGSGTQYSLKINSLQPEDFGSYYCQHFWSTPPWTFGGGTKLEIK']. Result: 0 (not developable).